This data is from Forward reaction prediction with 1.9M reactions from USPTO patents (1976-2016). The task is: Predict the product of the given reaction. (1) Given the reactants [C:1]([C:3]1[CH:11]=[CH:10][C:6]([C:7]([OH:9])=O)=[C:5]([F:12])[C:4]=1[F:13])#[N:2].C(Cl)(=O)C(Cl)=O.C(C1C=CC(C(Cl)=O)=C(F)C=1F)#N.[Br:33][C:34]1[CH:40]=[C:39]([C:41]([F:50])([C:46]([F:49])([F:48])[F:47])[C:42]([F:45])([F:44])[F:43])[CH:38]=[C:37]([C:51]([F:54])([F:53])[F:52])[C:35]=1[NH2:36], predict the reaction product. The product is: [Br:33][C:34]1[CH:40]=[C:39]([C:41]([F:50])([C:42]([F:44])([F:45])[F:43])[C:46]([F:47])([F:49])[F:48])[CH:38]=[C:37]([C:51]([F:52])([F:53])[F:54])[C:35]=1[NH:36][C:7](=[O:9])[C:6]1[CH:10]=[CH:11][C:3]([C:1]#[N:2])=[C:4]([F:13])[C:5]=1[F:12]. (2) Given the reactants [NH2:1][C@@H:2]([CH2:6][C:7]1[CH:12]=[CH:11][CH:10]=[CH:9][C:8]=1[Cl:13])[C:3]([OH:5])=[O:4].[CH3:14]O, predict the reaction product. The product is: [ClH:13].[CH3:14][O:4][C:3](=[O:5])[C@@H:2]([NH2:1])[CH2:6][C:7]1[CH:12]=[CH:11][CH:10]=[CH:9][C:8]=1[Cl:13]. (3) Given the reactants [F:1][C:2]1[CH:3]=[C:4]2[C:9](=[CH:10][CH:11]=1)[N:8]=[C:7]([C:12]1[CH:17]=[C:16]([O:18][CH3:19])[C:15]([O:20][CH3:21])=[C:14]([O:22][CH3:23])[CH:13]=1)[N:6]=[C:5]2O.[Cl:25]CCl.C(Cl)(C(Cl)=O)=O, predict the reaction product. The product is: [Cl:25][C:5]1[C:4]2[C:9](=[CH:10][CH:11]=[C:2]([F:1])[CH:3]=2)[N:8]=[C:7]([C:12]2[CH:17]=[C:16]([O:18][CH3:19])[C:15]([O:20][CH3:21])=[C:14]([O:22][CH3:23])[CH:13]=2)[N:6]=1. (4) Given the reactants [C:1]1([CH2:11][N:12]2[C:16]([CH:17]=[O:18])=[CH:15][CH:14]=[C:13]2[C:19]2[CH:20]=[N:21][CH:22]=[CH:23][CH:24]=2)[C:10]2[C:5](=[CH:6][CH:7]=[CH:8][CH:9]=2)[CH:4]=[CH:3][CH:2]=1.CC(=CC)C.Cl([O-])=[O:31].[Na+].O.O.P([O-])(O)(O)=O.[Na+], predict the reaction product. The product is: [C:1]1([CH2:11][N:12]2[C:16]([C:17]([OH:31])=[O:18])=[CH:15][CH:14]=[C:13]2[C:19]2[CH:20]=[N:21][CH:22]=[CH:23][CH:24]=2)[C:10]2[C:5](=[CH:6][CH:7]=[CH:8][CH:9]=2)[CH:4]=[CH:3][CH:2]=1. (5) The product is: [CH3:1][C@@H:2]1[CH2:7][N:6]([C:8]2[CH:17]=[CH:16][CH:15]=[C:14]3[C:9]=2[CH:10]=[CH:11][C:12]([CH3:18])=[N:13]3)[CH2:5][CH2:4][N:3]1[CH2:19][CH2:20][C:21]1[CH:30]=[CH:29][CH:28]=[C:27]2[C:22]=1[CH:23]=[CH:24][C:25]1[N:26]2[N:31]=[N:32][C:33]=1[C:34]([O-:36])=[O:35].[NH4+:3]. Given the reactants [CH3:1][C@@H:2]1[CH2:7][N:6]([C:8]2[CH:17]=[CH:16][CH:15]=[C:14]3[C:9]=2[CH:10]=[CH:11][C:12]([CH3:18])=[N:13]3)[CH2:5][CH2:4][N:3]1[CH2:19][CH2:20][C:21]1[CH:30]=[CH:29][CH:28]=[C:27]2[C:22]=1[CH:23]=[CH:24][C:25]1[N:26]2[N:31]=[N:32][C:33]=1[C:34]([O:36]CC)=[O:35].[OH-].[K+], predict the reaction product. (6) Given the reactants C([Li])CCC.CCCCCC.Br[C:13]1[CH:14]=[C:15]([C:19]2[O:23][N:22]=[C:21]([OH:24])[CH:20]=2)[CH:16]=[CH:17][CH:18]=1.[B:25](OC(C)C)([O:30]C(C)C)[O:26]C(C)C.Cl, predict the reaction product. The product is: [OH:24][C:21]1[CH:20]=[C:19]([C:15]2[CH:14]=[C:13]([B:25]([OH:30])[OH:26])[CH:18]=[CH:17][CH:16]=2)[O:23][N:22]=1. (7) Given the reactants [CH3:1][C:2]1([CH3:10])[O:6][C@H:5]([CH:7]=[N:8][OH:9])[CH2:4][O:3]1.[Cl:11]N1C(=O)CCC1=O.CCOCC.O, predict the reaction product. The product is: [OH:9][N:8]=[C:7]([Cl:11])[C@@H:5]1[CH2:4][O:3][C:2]([CH3:10])([CH3:1])[O:6]1. (8) The product is: [OH:1][CH:2]([C:8]1[CH:9]=[N:10][CH:11]=[C:12]([C:14]2[CH:15]=[C:16]3[C:22]([C:23]4[CH:28]=[CH:27][CH:26]=[CH:25][C:24]=4[O:29][CH3:30])=[N:21][NH:20][C:17]3=[N:18][CH:19]=2)[CH:13]=1)[C:3]([N:5]([CH3:6])[CH3:7])=[O:4]. Given the reactants [OH:1][CH:2]([C:8]1[CH:9]=[N:10][CH:11]=[C:12]([C:14]2[CH:15]=[C:16]3[C:22]([C:23]4[CH:28]=[CH:27][CH:26]=[CH:25][C:24]=4[O:29][CH3:30])=[N:21][N:20](COCC[Si](C)(C)C)[C:17]3=[N:18][CH:19]=2)[CH:13]=1)[C:3]([N:5]([CH3:7])[CH3:6])=[O:4].Cl(O)(=O)(=O)=O, predict the reaction product. (9) Given the reactants Cl[C:2]1[N:11]=[C:10]([N:12]2[CH2:17][CH2:16][O:15][CH2:14][CH2:13]2)[C:9]2[C:4](=[CH:5][C:6]([C:18]3[O:19][C:20]([CH3:23])=[CH:21][CH:22]=3)=[CH:7][CH:8]=2)[N:3]=1.CC1(C)C(C)(C)OB([C:32]2[CH:37]=[CH:36][C:35]([NH:38][C:39](=[O:51])[NH:40][C:41]3[CH:46]=[CH:45][C:44]([NH:47][C:48](=[O:50])[CH3:49])=[CH:43][CH:42]=3)=[CH:34][CH:33]=2)O1.C(=O)([O-])[O-].[Cs+].[Cs+].C1(C)C=CC=CC=1, predict the reaction product. The product is: [CH3:23][C:20]1[O:19][C:18]([C:6]2[CH:5]=[C:4]3[C:9]([C:10]([N:12]4[CH2:17][CH2:16][O:15][CH2:14][CH2:13]4)=[N:11][C:2]([C:32]4[CH:33]=[CH:34][C:35]([NH:38][C:39](=[O:51])[NH:40][C:41]5[CH:42]=[CH:43][C:44]([NH:47][C:48](=[O:50])[CH3:49])=[CH:45][CH:46]=5)=[CH:36][CH:37]=4)=[N:3]3)=[CH:8][CH:7]=2)=[CH:22][CH:21]=1.